From a dataset of Forward reaction prediction with 1.9M reactions from USPTO patents (1976-2016). Predict the product of the given reaction. (1) Given the reactants [Cl:1][C:2]1[CH:3]=[C:4]([NH:10][C:11]2[CH:16]=[C:15]([C:17]3[CH:22]=[CH:21][C:20](SC)=[CH:19][CH:18]=3)[N:14]=[C:13]([NH2:25])[N:12]=2)[CH:5]=[CH:6][C:7]=1[O:8][CH3:9].O[O:27][S:28]([O-:30])=O.[K+].OS([O-])(=O)=O.[K+].[CH3:38]C(C)=O, predict the reaction product. The product is: [Cl:1][C:2]1[CH:3]=[C:4]([NH:10][C:11]2[CH:16]=[C:15]([C:17]3[CH:22]=[CH:21][C:20]([S:28]([CH3:38])(=[O:30])=[O:27])=[CH:19][CH:18]=3)[N:14]=[C:13]([NH2:25])[N:12]=2)[CH:5]=[CH:6][C:7]=1[O:8][CH3:9]. (2) Given the reactants [CH3:1][O:2][CH2:3][O:4][C:5]1[CH:6]=[C:7]([CH:10]=[CH:11][CH:12]=1)[C:8]#[N:9].[B:13]1([B:13]2[O:17][C:16]([CH3:19])([CH3:18])[C:15]([CH3:21])([CH3:20])[O:14]2)[O:17][C:16]([CH3:19])([CH3:18])[C:15]([CH3:21])([CH3:20])[O:14]1, predict the reaction product. The product is: [CH3:1][O:2][CH2:3][O:4][C:5]1[CH:6]=[C:7]([CH:10]=[C:11]([B:13]2[O:17][C:16]([CH3:19])([CH3:18])[C:15]([CH3:21])([CH3:20])[O:14]2)[CH:12]=1)[C:8]#[N:9]. (3) Given the reactants [CH3:1][O:2][C:3]1[CH:4]=[C:5]2[C:9](=[CH:10][CH:11]=1)[NH:8][C:7](=[O:12])[C@:6]12[CH2:14][C@H:13]1[C:15]1[CH:23]=[C:22]2[C:18]([C:19]([C:24]3[CH:29]=[CH:28][C:27]([CH:30]4[CH2:35][CH2:34][N:33](C(OC(C)(C)C)=O)[CH2:32][CH2:31]4)=[CH:26][CH:25]=3)=[N:20][NH:21]2)=[CH:17][CH:16]=1.[C:43]([OH:49])([C:45]([F:48])([F:47])[F:46])=[O:44], predict the reaction product. The product is: [F:46][C:45]([F:48])([F:47])[C:43]([OH:49])=[O:44].[CH3:1][O:2][C:3]1[CH:4]=[C:5]2[C:9](=[CH:10][CH:11]=1)[NH:8][C:7](=[O:12])[C@:6]12[CH2:14][C@H:13]1[C:15]1[CH:23]=[C:22]2[C:18]([C:19]([C:24]3[CH:29]=[CH:28][C:27]([CH:30]4[CH2:35][CH2:34][NH:33][CH2:32][CH2:31]4)=[CH:26][CH:25]=3)=[N:20][NH:21]2)=[CH:17][CH:16]=1. (4) Given the reactants I[C:2]1[C:10]2[C:5](=[CH:6][CH:7]=[CH:8][C:9]=2[N+:11]([O-:13])=[O:12])[N:4]([CH2:14][C:15]2[CH:20]=[CH:19][CH:18]=[C:17]([CH3:21])[N:16]=2)[N:3]=1.[C:22]1(C)C=CC=CC=1P(C1C=CC=CC=1C)C1C=CC=CC=1C.C[Sn](C)(C)C.C(N(CC)CC)C, predict the reaction product. The product is: [CH3:22][C:2]1[C:10]2[C:5](=[CH:6][CH:7]=[CH:8][C:9]=2[N+:11]([O-:13])=[O:12])[N:4]([CH2:14][C:15]2[CH:20]=[CH:19][CH:18]=[C:17]([CH3:21])[N:16]=2)[N:3]=1. (5) Given the reactants [CH2:1]([C:3]1[CH:4]=[C:5]([CH:9]=[C:10]([CH3:22])[C:11]=1[O:12][CH2:13][C@@H:14](O)[CH2:15]NC(=O)CO)[C:6]([OH:8])=O)[CH3:2].[O:23]1[CH2:27][CH2:26][O:25][CH:24]1[C:28]1[S:32][C:31]([C:33]([NH:35][NH2:36])=[O:34])=[CH:30][C:29]=1[CH3:37].CCN(C(C)C)C(C)C.[CH2:47]1[CH2:51]N([P+](ON2N=NC3C=CC=CC2=3)(N2[CH2:49][CH2:48][CH2:47][CH2:51]2)N2[CH2:49][CH2:48][CH2:47][CH2:51]2)[CH2:49][CH2:48]1.F[P-](F)(F)(F)(F)F, predict the reaction product. The product is: [CH2:13]([O:12][C:11]1[C:10]([CH3:22])=[CH:9][C:5]([C:6]([NH:36][NH:35][C:33]([C:31]2[S:32][C:28]([CH:24]3[O:25][CH2:26][CH2:27][O:23]3)=[C:29]([CH3:37])[CH:30]=2)=[O:34])=[O:8])=[CH:4][C:3]=1[CH2:1][CH3:2])[C:14]1[CH:15]=[CH:49][CH:48]=[CH:47][CH:51]=1. (6) Given the reactants [F:1][C:2]1[CH:3]=[N:4][C:5]([NH:11][CH2:12][C:13]([F:16])([F:15])[F:14])=[C:6]([CH:10]=1)[C:7]([OH:9])=O.[CH3:17][C:18]([NH2:22])([C:20]#[CH:21])[CH3:19].CCN=C=NCCCN(C)C.CCN(C(C)C)C(C)C.C1C=CC2N(O)N=NC=2C=1, predict the reaction product. The product is: [F:1][C:2]1[CH:3]=[N:4][C:5]([NH:11][CH2:12][C:13]([F:16])([F:15])[F:14])=[C:6]([CH:10]=1)[C:7]([NH:22][C:18]([CH3:19])([C:20]#[CH:21])[CH3:17])=[O:9].